Dataset: Reaction yield outcomes from USPTO patents with 853,638 reactions. Task: Predict the reaction yield, written as a fraction of the theoretical maximum amount of product (1.0 means a 100% yield; for example, 0.34 means a 34% yield). (1) The product is [Br:25][C:26]1[CH:31]=[CH:30][C:29]([CH:15]([C:16]([O:18][CH2:19][CH3:20])=[O:17])[C:14]([O:22][CH2:23][CH3:24])=[O:21])=[CH:28][CH:27]=1. The catalyst is O1CCOCC1.[Cu]Br. The yield is 0.410. The reactants are [H-].[Na+].CN(C)P(N(C)C)(N(C)C)=O.[C:14]([O:22][CH2:23][CH3:24])(=[O:21])[CH2:15][C:16]([O:18][CH2:19][CH3:20])=[O:17].[Br:25][C:26]1[CH:31]=[CH:30][C:29](I)=[CH:28][CH:27]=1. (2) The reactants are [NH2:1][C:2]1[S:3][C:4]2[C:9]([N:10]=1)=[CH:8][CH:7]=[C:6]([C:11]1[CH:12]=[C:13]([CH:17]=[CH:18][CH:19]=1)[C:14]([OH:16])=O)[N:5]=2.[CH:20]([N:23]([CH2:27][CH3:28])[CH:24]([CH3:26])C)([CH3:22])C.C[NH3+:30].F[P-](F)(F)(F)(F)F.[N:38]1(OC(N(C)C)=[N+](C)C)[C:42]2[N:43]=[CH:44]C=C[C:41]=2N=N1.F[P-](F)(F)(F)(F)F.[F:62][C:63]([F:72])([F:71])[C:64]1[CH:65]=[C:66]([CH:68]=[CH:69][CH:70]=1)[NH2:67].[NH4+].[Cl-]. The catalyst is CN(C=O)C. The product is [CH3:41][C:42]1[N:43]=[C:44]([NH:1][C:2]2[S:3][C:4]3[C:9]([N:10]=2)=[CH:8][CH:7]=[C:6]([C:11]2[CH:12]=[C:13]([CH:17]=[CH:18][CH:19]=2)[C:14]([NH:67][C:66]2[CH:68]=[CH:69][CH:70]=[C:64]([C:63]([F:71])([F:72])[F:62])[CH:65]=2)=[O:16])[N:5]=3)[CH:26]=[C:24]([N:23]2[CH2:27][CH2:28][NH:30][CH2:22][CH2:20]2)[N:38]=1. The yield is 0.670. (3) The reactants are [CH2:1]([O:3][CH2:4][CH2:5][OH:6])[CH3:2].[C:7](#[N:10])[CH:8]=[CH2:9].Cl. The catalyst is CO. The product is [CH2:1]([O:3][CH2:4][CH2:5][O:6][CH2:9][CH2:8][C:7]#[N:10])[CH3:2]. The yield is 0.755.